From a dataset of Catalyst prediction with 721,799 reactions and 888 catalyst types from USPTO. Predict which catalyst facilitates the given reaction. (1) Reactant: F[C:2]1[CH:3]=[N:4][CH:5]=[CH:6][CH:7]=1.[OH:8][C:9]1[CH:10]=[C:11]([CH:14]=[CH:15][CH:16]=1)[CH2:12][OH:13].C(=O)([O-])[O-].[Cs+].[Cs+]. Product: [N:4]1[CH:5]=[CH:6][CH:7]=[C:2]([O:8][C:9]2[CH:10]=[C:11]([CH2:12][OH:13])[CH:14]=[CH:15][CH:16]=2)[CH:3]=1. The catalyst class is: 9. (2) Reactant: [Cl:1][C:2]1[C:3]([F:28])=[C:4]([CH:8]2[C:12]([C:15]3[CH:20]=[CH:19][C:18]([Cl:21])=[CH:17][C:16]=3[F:22])([C:13]#[N:14])[CH:11]([CH2:23][C:24]([CH3:27])([CH3:26])[CH3:25])[CH2:10][NH:9]2)[CH:5]=[CH:6][CH:7]=1.[N:29]([C:32]1[CH:37]=[CH:36][N:35]=[CH:34][CH:33]=1)=[C:30]=[O:31]. Product: [N:35]1[CH:36]=[CH:37][C:32]([NH:29][C:30]([N:9]2[CH2:10][CH:11]([CH2:23][C:24]([CH3:25])([CH3:27])[CH3:26])[C:12]([C:15]3[CH:20]=[CH:19][C:18]([Cl:21])=[CH:17][C:16]=3[F:22])([C:13]#[N:14])[CH:8]2[C:4]2[CH:5]=[CH:6][CH:7]=[C:2]([Cl:1])[C:3]=2[F:28])=[O:31])=[CH:33][CH:34]=1. The catalyst class is: 2. (3) Reactant: CC([O:5][C:6]([NH:8][CH2:9][C:10]#[N:11])=[O:7])(C)C.C([NH:15][C@H:16]([C:19]([OH:21])=[O:20])CS)(=O)C.N. Product: [NH2:15][C:10](=[NH:11])[CH2:9][NH:8][C:6](=[O:7])[O-:5].[CH3:16][C:19]([OH:21])=[O:20]. The catalyst class is: 5. (4) Reactant: [Cl:1][C:2]1[CH:7]=[C:6]([Cl:8])[CH:5]=[CH:4][C:3]=1[CH2:9][N:10]1[C:15](=[O:16])[C:14]([C:17]([NH:19][CH2:20][C:21](OCC)=O)=[O:18])=[C:13]([OH:26])[C:12](C(OC)=O)=[C:11]1[OH:31].Cl[C:33]1[CH:38]=C(Cl)C=[CH:35][C:34]=1CNC1OC(=O)C2C(=O)OC(C)(C)OC=2C=1.C(N(CC)C(C)C)(C)C.[N:65]([CH2:68][C:69]([O:71]CC)=[O:70])=[C:66]=[O:67]. Product: [Cl:1][C:2]1[CH:7]=[C:6]([Cl:8])[CH:5]=[CH:4][C:3]=1[CH2:9][N:10]1[C:15]([OH:16])=[C:14]([C:17]([NH:19][C:20]2[CH:35]=[CH:34][CH:33]=[CH:38][CH:21]=2)=[O:18])[C:13]([OH:26])=[C:12]([C:66]([NH:65][CH2:68][C:69]([OH:71])=[O:70])=[O:67])[C:11]1=[O:31]. The catalyst class is: 22. (5) Reactant: [CH2:1]([NH2:8])[C:2]1[CH:7]=[CH:6][CH:5]=[CH:4][CH:3]=1.Br[C:10]1[CH:11]=[N:12][C:13]2[N:14]([CH:16]=[CH:17][N:18]=2)[CH:15]=1. Product: [CH2:1]([NH:8][C:10]1[CH:11]=[N:12][C:13]2[N:14]([CH:16]=[CH:17][N:18]=2)[CH:15]=1)[C:2]1[CH:7]=[CH:6][CH:5]=[CH:4][CH:3]=1. The catalyst class is: 10.